This data is from Cav3 T-type calcium channel HTS with 100,875 compounds. The task is: Binary Classification. Given a drug SMILES string, predict its activity (active/inactive) in a high-throughput screening assay against a specified biological target. (1) The molecule is O=C(C(C)(C)C)C(/n1ncnc1)=C\c1cc([N+]([O-])=O)ccc1. The result is 0 (inactive). (2) The molecule is S(c1[nH]c(N)c(c2ccccc2)c(=O)n1)Cc1onc(n1)c1ccccc1. The result is 0 (inactive). (3) The drug is O=C(Nc1c2c([nH]c1C(OC)=O)cc(cc2)C)CN1CCCc2c1cccc2. The result is 1 (active). (4) The drug is S=C1N2N(C(N1c1ccccc1)c1ccc(cc1)C)CCC2. The result is 0 (inactive). (5) The compound is S(c1n(CCOC)c(nn1)c1occc1)CC(=O)NCCc1ccccc1. The result is 0 (inactive).